From a dataset of Catalyst prediction with 721,799 reactions and 888 catalyst types from USPTO. Predict which catalyst facilitates the given reaction. (1) Reactant: FC(F)(F)[C:3]([O-:5])=[O:4].[CH:8]1([C@H:14]2[C:47](=[O:48])[N:46]3[CH2:49][C@@H:43]([CH2:44][C@H:45]3[C:50](=[O:67])[NH:51][C@:52]3([C:57](=[O:66])[NH:58][S:59]([C:62]4([CH3:65])[CH2:64][CH2:63]4)(=[O:61])=[O:60])[CH2:54][C@H:53]3[CH:55]=[CH2:56])[O:42][C:26]3=[N:27][C:28]4[CH:29]=[CH:30][CH:31]=[CH:32][C:33]=4[C:34]([O:35][CH:36]4[CH2:41][CH2:40][NH2+:39][CH2:38][CH2:37]4)=[C:25]3[CH2:24][CH2:23][CH2:22][CH2:21][CH2:20][C@@H:19]3[CH2:68][C@H:18]3[O:17][C:16](=[O:69])[NH:15]2)[CH2:13][CH2:12][CH2:11][CH2:10][CH2:9]1.C(N(CC)CC)C.[I-].[K+].Br[CH2:80][CH2:81][O:82][CH3:83]. Product: [CH:3]([O-:5])=[O:4].[CH:8]1([C@H:14]2[C:47](=[O:48])[N:46]3[CH2:49][C@@H:43]([CH2:44][C@H:45]3[C:50](=[O:67])[NH:51][C@:52]3([C:57](=[O:66])[NH:58][S:59]([C:62]4([CH3:65])[CH2:63][CH2:64]4)(=[O:61])=[O:60])[CH2:54][C@H:53]3[CH:55]=[CH2:56])[O:42][C:26]3=[N:27][C:28]4[CH:29]=[CH:30][CH:31]=[CH:32][C:33]=4[C:34]([O:35][CH:36]4[CH2:37][CH2:38][NH+:39]([CH2:80][CH2:81][O:82][CH3:83])[CH2:40][CH2:41]4)=[C:25]3[CH2:24][CH2:23][CH2:22][CH2:21][CH2:20][C@@H:19]3[CH2:68][C@H:18]3[O:17][C:16](=[O:69])[NH:15]2)[CH2:13][CH2:12][CH2:11][CH2:10][CH2:9]1. The catalyst class is: 18. (2) Product: [O:24]1[CH2:25][CH2:26][O:27][C:22]2[CH:21]=[C:20]([N:10]([CH:11]3[CH2:19][C:18]4[C:13](=[CH:14][CH:15]=[CH:16][CH:17]=4)[CH2:12]3)[CH2:9][CH2:8][CH:30]3[CH2:35][CH2:34][CH2:33][CH2:32][NH:31]3)[CH:29]=[CH:28][C:23]1=2. The catalyst class is: 5. Reactant: C([CH:8]([CH:30]1[CH2:35][CH2:34][CH2:33][CH2:32][NH:31]1)[CH2:9][N:10]([C:20]1[CH:29]=[CH:28][C:23]2[O:24][CH2:25][CH2:26][O:27][C:22]=2[CH:21]=1)[CH:11]1[CH2:19][C:18]2[C:13](=[CH:14][CH:15]=[CH:16][CH:17]=2)[CH2:12]1)C1C=CC=CC=1.C([O-])=O.[NH4+].